Task: Regression/Classification. Given a drug SMILES string, predict its absorption, distribution, metabolism, or excretion properties. Task type varies by dataset: regression for continuous measurements (e.g., permeability, clearance, half-life) or binary classification for categorical outcomes (e.g., BBB penetration, CYP inhibition). Dataset: cyp1a2_veith.. Dataset: CYP1A2 inhibition data for predicting drug metabolism from PubChem BioAssay The drug is CCOC(=O)Cn1nnc2c(sc3nc4c(c(-c5ccc(Cl)cc5)c32)CCC4)c1=O. The result is 1 (inhibitor).